Task: Predict which catalyst facilitates the given reaction.. Dataset: Catalyst prediction with 721,799 reactions and 888 catalyst types from USPTO Reactant: C(O)(C)C.[C:5]([O:10][CH3:11])(=[O:9])[C:6]([CH3:8])=[CH2:7].[CH:12]([S:20]([O-:23])(=[O:22])=[O:21])=[CH:13][C:14]1[CH:19]=[CH:18][CH:17]=[CH:16][CH:15]=1.[Na+:24].Cl.Cl.N(C(C)(C)C(N)=N)=NC(C)(C)C(N)=N. Product: [C:5]([O:10][CH3:11])(=[O:9])[C:6]([CH3:8])=[CH2:7].[CH:12]([S:20]([O-:23])(=[O:21])=[O:22])=[CH:13][C:14]1[CH:19]=[CH:18][CH:17]=[CH:16][CH:15]=1.[Na+:24]. The catalyst class is: 6.